This data is from Reaction yield outcomes from USPTO patents with 853,638 reactions. The task is: Predict the reaction yield, written as a fraction of the theoretical maximum amount of product (1.0 means a 100% yield; for example, 0.34 means a 34% yield). The reactants are [CH3:1][O:2][C:3]1[CH:8]=[C:7]([CH3:9])[NH:6][C:5](=[O:10])[C:4]=1[CH2:11][NH:12][C:13]([C:15]1[C:16]([CH3:42])=[C:17]([CH:24]([CH:26]2[CH2:31][CH2:30][N:29](C(OCC3C=CC=CC=3)=O)[CH2:28][CH2:27]2)[CH3:25])[N:18]2[C:23]=1[CH:22]=[CH:21][CH:20]=[N:19]2)=[O:14]. The catalyst is CO.[Pd]. The product is [CH3:1][O:2][C:3]1[CH:8]=[C:7]([CH3:9])[NH:6][C:5](=[O:10])[C:4]=1[CH2:11][NH:12][C:13]([C:15]1[C:16]([CH3:42])=[C:17]([CH:24]([CH:26]2[CH2:31][CH2:30][NH:29][CH2:28][CH2:27]2)[CH3:25])[N:18]2[C:23]=1[CH:22]=[CH:21][CH:20]=[N:19]2)=[O:14]. The yield is 0.910.